Dataset: Peptide-MHC class II binding affinity with 134,281 pairs from IEDB. Task: Regression. Given a peptide amino acid sequence and an MHC pseudo amino acid sequence, predict their binding affinity value. This is MHC class II binding data. (1) The peptide sequence is AFSPEVIPMFSALSEGA. The MHC is DRB1_1302 with pseudo-sequence DRB1_1302. The binding affinity (normalized) is 0.113. (2) The binding affinity (normalized) is 0.463. The peptide sequence is LECQVQTAVDFGNSY. The MHC is HLA-DQA10201-DQB10303 with pseudo-sequence HLA-DQA10201-DQB10303. (3) The peptide sequence is DGQGKAVWGKNSCAK. The MHC is HLA-DQA10101-DQB10501 with pseudo-sequence HLA-DQA10101-DQB10501. The binding affinity (normalized) is 0. (4) The peptide sequence is CIKVATVQSKMSDVK. The MHC is DRB1_0101 with pseudo-sequence DRB1_0101. The binding affinity (normalized) is 0.904. (5) The peptide sequence is QKLLLEEGVPSHIMS. The MHC is DRB1_1101 with pseudo-sequence DRB1_1101. The binding affinity (normalized) is 0.331. (6) The peptide sequence is YDKFTANVSTVLTGK. The MHC is DRB1_1101 with pseudo-sequence DRB1_1101. The binding affinity (normalized) is 0.351.